Dataset: Catalyst prediction with 721,799 reactions and 888 catalyst types from USPTO. Task: Predict which catalyst facilitates the given reaction. (1) Reactant: O[CH2:2][CH2:3][C:4]([NH:7][C:8]1[CH:9]=[C:10]([CH:21]=[CH:22][C:23]=1[N+:24]([O-:26])=[O:25])[C:11]([O:13][CH2:14][C:15]1[CH:20]=[CH:19][CH:18]=[CH:17][CH:16]=1)=[O:12])([CH3:6])[CH3:5].[NH:27]([C:35]([O:37][C:38]([CH3:41])([CH3:40])[CH3:39])=[O:36])[C:28]([O:30][C:31]([CH3:34])([CH3:33])[CH3:32])=[O:29].C1(P(C2C=CC=CC=2)C2C=CC=CC=2)C=CC=CC=1.N(C(OC(C)C)=O)=NC(OC(C)C)=O. The catalyst class is: 1. Product: [C:38]([O:37][C:35]([N:27]([C:28]([O:30][C:31]([CH3:32])([CH3:33])[CH3:34])=[O:29])[CH2:2][CH2:3][C:4]([NH:7][C:8]1[CH:9]=[C:10]([CH:21]=[CH:22][C:23]=1[N+:24]([O-:26])=[O:25])[C:11]([O:13][CH2:14][C:15]1[CH:16]=[CH:17][CH:18]=[CH:19][CH:20]=1)=[O:12])([CH3:6])[CH3:5])=[O:36])([CH3:41])([CH3:40])[CH3:39]. (2) Reactant: Cl[C:2]([O:4][C:5]1[CH:10]=[CH:9][C:8]([Cl:11])=[CH:7][CH:6]=1)=[O:3].[CH3:12][N:13]1[CH2:18][CH2:17][NH:16][CH2:15][CH2:14]1.[K+].[Br-]. Product: [Cl:11][C:8]1[CH:9]=[CH:10][C:5]([O:4][C:2]([N:16]2[CH2:17][CH2:18][N:13]([CH3:12])[CH2:14][CH2:15]2)=[O:3])=[CH:6][CH:7]=1. The catalyst class is: 6.